From a dataset of Full USPTO retrosynthesis dataset with 1.9M reactions from patents (1976-2016). Predict the reactants needed to synthesize the given product. Given the product [I:14][CH2:2][CH2:3][CH2:4][CH2:5][CH2:6][CH2:7][CH2:8][CH2:9][CH2:10][C:11]([OH:13])=[O:12], predict the reactants needed to synthesize it. The reactants are: Br[CH2:2][CH2:3][CH2:4][CH2:5][CH2:6][CH2:7][CH2:8][CH2:9][CH2:10][C:11]([OH:13])=[O:12].[I-:14].[Na+].